Dataset: Forward reaction prediction with 1.9M reactions from USPTO patents (1976-2016). Task: Predict the product of the given reaction. Given the reactants CSC1SC2C=C(C[C:13]3[N:17]4[N:18]=[C:19]([C:22]#[N:23])[CH:20]=[CH:21][C:16]4=[N:15][CH:14]=3)C=CC=2N=1.C1C=C(Cl)C=C(C(OO)=O)C=1.[O-]S([O-])=O.[Na+].[Na+], predict the reaction product. The product is: [N:15]1[CH:14]=[CH:13][N:17]2[C:16]=1[CH:21]=[CH:20][C:19]([C:22]#[N:23])=[N:18]2.